This data is from NCI-60 drug combinations with 297,098 pairs across 59 cell lines. The task is: Regression. Given two drug SMILES strings and cell line genomic features, predict the synergy score measuring deviation from expected non-interaction effect. (1) Drug 1: C1=NC2=C(N1)C(=S)N=CN2. Drug 2: COCCOC1=C(C=C2C(=C1)C(=NC=N2)NC3=CC=CC(=C3)C#C)OCCOC.Cl. Cell line: CCRF-CEM. Synergy scores: CSS=20.0, Synergy_ZIP=-0.260, Synergy_Bliss=-0.950, Synergy_Loewe=-31.1, Synergy_HSA=-1.90. (2) Drug 1: CCCS(=O)(=O)NC1=C(C(=C(C=C1)F)C(=O)C2=CNC3=C2C=C(C=N3)C4=CC=C(C=C4)Cl)F. Drug 2: C1=C(C(=O)NC(=O)N1)F. Cell line: KM12. Synergy scores: CSS=31.9, Synergy_ZIP=-3.48, Synergy_Bliss=-11.0, Synergy_Loewe=-15.3, Synergy_HSA=-12.7. (3) Drug 1: CC1=C(C(=CC=C1)Cl)NC(=O)C2=CN=C(S2)NC3=CC(=NC(=N3)C)N4CCN(CC4)CCO. Drug 2: B(C(CC(C)C)NC(=O)C(CC1=CC=CC=C1)NC(=O)C2=NC=CN=C2)(O)O. Cell line: MDA-MB-435. Synergy scores: CSS=65.7, Synergy_ZIP=8.50, Synergy_Bliss=9.48, Synergy_Loewe=5.14, Synergy_HSA=5.57. (4) Drug 1: CCC1(CC2CC(C3=C(CCN(C2)C1)C4=CC=CC=C4N3)(C5=C(C=C6C(=C5)C78CCN9C7C(C=CC9)(C(C(C8N6C=O)(C(=O)OC)O)OC(=O)C)CC)OC)C(=O)OC)O.OS(=O)(=O)O. Drug 2: C1C(C(OC1N2C=NC3=C2NC=NCC3O)CO)O. Cell line: SK-MEL-28. Synergy scores: CSS=9.24, Synergy_ZIP=-7.23, Synergy_Bliss=-7.11, Synergy_Loewe=-24.6, Synergy_HSA=-7.10. (5) Drug 1: CC1=C2C(C(=O)C3(C(CC4C(C3C(C(C2(C)C)(CC1OC(=O)C(C(C5=CC=CC=C5)NC(=O)OC(C)(C)C)O)O)OC(=O)C6=CC=CC=C6)(CO4)OC(=O)C)OC)C)OC. Drug 2: CC12CCC3C(C1CCC2O)C(CC4=C3C=CC(=C4)O)CCCCCCCCCS(=O)CCCC(C(F)(F)F)(F)F. Cell line: SK-MEL-28. Synergy scores: CSS=41.1, Synergy_ZIP=2.19, Synergy_Bliss=4.32, Synergy_Loewe=-11.1, Synergy_HSA=4.34.